From a dataset of Forward reaction prediction with 1.9M reactions from USPTO patents (1976-2016). Predict the product of the given reaction. (1) The product is: [C:1]([C:5]1[CH:6]=[C:7]([CH:8]=[C:27]([C:24]2[CH:23]=[CH:22][C:21]([N+:18]([O-:20])=[O:19])=[CH:26][CH:25]=2)[C:28]#[N:29])[CH:10]=[C:11]([C:14]([CH3:17])([CH3:16])[CH3:15])[C:12]=1[OH:13])([CH3:4])([CH3:3])[CH3:2]. Given the reactants [C:1]([C:5]1[CH:6]=[C:7]([CH:10]=[C:11]([C:14]([CH3:17])([CH3:16])[CH3:15])[C:12]=1[OH:13])[CH:8]=O)([CH3:4])([CH3:3])[CH3:2].[N+:18]([C:21]1[CH:26]=[CH:25][C:24]([CH2:27][C:28]#[N:29])=[CH:23][CH:22]=1)([O-:20])=[O:19], predict the reaction product. (2) Given the reactants CO[C:3]([C:5]1[C:6]([OH:35])=[C:7]2[C:12](=[CH:13][N:14]=1)[N:11](CC1C=CC=CC=1)[C:10](=[O:22])[C:9]([C:23]1[CH:28]=[CH:27][C:26]([N:29]3[CH2:34][CH2:33][O:32][CH2:31][CH2:30]3)=[CH:25][CH:24]=1)=[CH:8]2)=[O:4].[NH2:36][CH2:37][CH2:38][C:39]([OH:41])=[O:40].C[O-].[Na+], predict the reaction product. The product is: [CH2:9]([N:14]1[CH:13]=[C:12]2[C:7](=[CH:8][CH:9]([C:23]3[CH:24]=[CH:25][C:26]([N:29]4[CH2:30][CH2:31][O:32][CH2:33][CH2:34]4)=[CH:27][CH:28]=3)[C:10](=[O:22])[NH:11]2)[C:6]([OH:35])=[C:5]1[C:3]([NH:36][CH2:37][CH2:38][C:39]([OH:41])=[O:40])=[O:4])[C:23]1[CH:28]=[CH:27][CH:26]=[CH:25][CH:24]=1. (3) Given the reactants Cl[C:2]1[N:3]=[C:4]([N:13]2[CH2:18][CH2:17][O:16][CH2:15][CH2:14]2)[C:5]2[S:10][C:9](I)=[C:8]([CH3:12])[C:6]=2[N:7]=1.[OH:19][CH2:20][CH2:21][NH:22][S:23]([C:26]1[CH:31]=[CH:30][CH:29]=[C:28](B(O)O)[CH:27]=1)(=[O:25])=[O:24].[NH:35]1[C:43]2[C:38](=[CH:39][C:40](B3OC(C)(C)C(C)(C)O3)=[CH:41][N:42]=2)[CH:37]=[CH:36]1, predict the reaction product. The product is: [CH3:12][C:8]1[C:6]2[N:7]=[C:2]([C:40]3[CH:39]=[C:38]4[CH:37]=[CH:36][NH:35][C:43]4=[N:42][CH:41]=3)[N:3]=[C:4]([N:13]3[CH2:18][CH2:17][O:16][CH2:15][CH2:14]3)[C:5]=2[S:10][C:9]=1[C:28]1[CH:29]=[CH:30][CH:31]=[C:26]([S:23]([NH:22][CH2:21][CH2:20][OH:19])(=[O:25])=[O:24])[CH:27]=1. (4) Given the reactants [O:1]=[C:2]1[NH:15][C:13]2[C:14]3[CH:6]([CH2:7][N:8]([CH2:16][C:17]([O:19]C(C)(C)C)=[O:18])[C:9]=3[CH:10]=[CH:11][CH:12]=2)[CH2:5][CH2:4][CH2:3]1.[H-].[Na+].I[CH3:27], predict the reaction product. The product is: [CH3:27][N:15]1[C:13]2[C:14]3[CH:6]([CH2:7][N:8]([CH2:16][C:17]([OH:19])=[O:18])[C:9]=3[CH:10]=[CH:11][CH:12]=2)[CH2:5][CH2:4][CH2:3][C:2]1=[O:1].